This data is from Full USPTO retrosynthesis dataset with 1.9M reactions from patents (1976-2016). The task is: Predict the reactants needed to synthesize the given product. (1) Given the product [CH3:1][C:2]1[CH:3]=[N:4][C:5]2[N:6]([N:8]=[CH:9][C:10]=2[C:11]([OH:13])=[O:12])[CH:7]=1, predict the reactants needed to synthesize it. The reactants are: [CH3:1][C:2]1[CH:3]=[N:4][C:5]2[N:6]([N:8]=[CH:9][C:10]=2[C:11]([O:13]CC)=[O:12])[CH:7]=1.[OH-].[Na+].C(O)(=O)CC(CC(O)=O)(C(O)=O)O. (2) Given the product [N:6]1([CH2:5][CH2:4][O:3][C:18]2[CH:19]=[CH:20][C:15]([C:13](=[O:14])[CH3:12])=[CH:16][CH:17]=2)[CH2:11][CH2:10][O:9][CH2:8][CH2:7]1, predict the reactants needed to synthesize it. The reactants are: [H-].[Na+].[OH:3][CH2:4][CH2:5][N:6]1[CH2:11][CH2:10][O:9][CH2:8][CH2:7]1.[CH3:12][C:13]([C:15]1[CH:20]=[CH:19][C:18](F)=[CH:17][CH:16]=1)=[O:14].O. (3) Given the product [Br:19][C:2]1[S:1][C:5]2[C:6]3[CH:14]=[CH:13][CH:12]=[CH:11][C:7]=3[O:8][CH2:9][CH2:10][C:4]=2[CH:3]=1, predict the reactants needed to synthesize it. The reactants are: [S:1]1[C:5]2[C:6]3[CH:14]=[CH:13][CH:12]=[CH:11][C:7]=3[O:8][CH2:9][CH2:10][C:4]=2[CH:3]=[CH:2]1.C(O)(=O)C.[Br:19]N1C(=O)CCC1=O. (4) Given the product [CH3:24][O:23][C:16]1[CH:17]=[C:18]([O:21][CH3:22])[CH:19]=[CH:20][C:15]=1[C:11]([NH:25][C:42](=[O:46])[CH:43]=[CH:44][CH3:45])([CH2:10][CH2:9][OH:8])[CH2:12][CH:13]=[CH2:14], predict the reactants needed to synthesize it. The reactants are: [Si]([O:8][CH2:9][CH2:10][C:11]([NH:25]S(C(C)(C)C)=O)([C:15]1[CH:20]=[CH:19][C:18]([O:21][CH3:22])=[CH:17][C:16]=1[O:23][CH3:24])[CH2:12][CH:13]=[CH2:14])(C(C)(C)C)(C)C.Cl.C(N(C(C)C)CC)(C)C.[C:42](Cl)(=[O:46])/[CH:43]=[CH:44]/[CH3:45]. (5) Given the product [O-:1][OH:2].[O-:1][OH:2].[CH:12]([C:8]1[CH:9]=[CH:10][CH:11]=[C:6]([CH:3]([CH3:5])[CH3:4])[CH:7]=1)([CH3:14])[CH3:13].[O-:1][OH:2].[CH:24]([C:20]1[CH:21]=[CH:22][CH:23]=[C:18]([CH:15]([CH3:17])[CH3:16])[CH:19]=1)([CH3:26])[CH3:25].[CH:12]([C:8]1[CH:9]=[CH:10][CH:11]=[C:6]([CH:3]([CH3:5])[CH3:4])[CH:7]=1)([CH3:14])[CH3:13], predict the reactants needed to synthesize it. The reactants are: [O-:1][OH:2].[CH:3]([C:6]1[CH:11]=[CH:10][CH:9]=[C:8]([CH:12]([CH3:14])[CH3:13])[CH:7]=1)([CH3:5])[CH3:4].[CH:15]([C:18]1[CH:23]=[CH:22][CH:21]=[C:20]([CH:24]([CH3:26])[CH3:25])[CH:19]=1)([CH3:17])[CH3:16].CC1C2COC(=O)C=2C(O[C@@H]2O[C@H](C(O)=O)[C@@H](O)[C@H](O)[C@H]2O)=C(C/C=C(/CCC(O)=O)\C)C=1OC. (6) Given the product [Cl:11][C:7]1[CH:8]=[CH:9][CH:10]=[C:5]2[C:6]=1[C:12]([F:19])([F:18])[C:13](=[O:14])[NH:1][CH2:4]2, predict the reactants needed to synthesize it. The reactants are: [N:1]([CH2:4][C:5]1[CH:10]=[CH:9][CH:8]=[C:7]([Cl:11])[C:6]=1[C:12]([F:19])([F:18])[C:13](OCC)=[O:14])=[N+]=[N-].[H][H].